From a dataset of Reaction yield outcomes from USPTO patents with 853,638 reactions. Predict the reaction yield, written as a fraction of the theoretical maximum amount of product (1.0 means a 100% yield; for example, 0.34 means a 34% yield). (1) No catalyst specified. The yield is 0.426. The reactants are [CH3:1][O:2][C:3]1[CH:8]=[CH:7][C:6]([C:9]2[C:14]([C:15]3[CH:20]=[CH:19][C:18]([O:21][CH3:22])=[CH:17][CH:16]=3)=[N:13][N:12]([CH2:23][CH2:24]O)[C:11](=[O:26])[CH:10]=2)=[CH:5][CH:4]=1.C1(C)C=CC(S(Cl)(=O)=O)=CC=1.[NH:38]1[CH2:43][CH2:42][O:41][CH2:40][CH2:39]1. The product is [CH3:1][O:2][C:3]1[CH:8]=[CH:7][C:6]([C:9]2[C:14]([C:15]3[CH:16]=[CH:17][C:18]([O:21][CH3:22])=[CH:19][CH:20]=3)=[N:13][N:12]([CH2:23][CH2:24][N:38]3[CH2:43][CH2:42][O:41][CH2:40][CH2:39]3)[C:11](=[O:26])[CH:10]=2)=[CH:5][CH:4]=1. (2) The yield is 0.980. The reactants are [C:1]([N:4]([CH2:6][C:7]([OH:9])=[O:8])[CH3:5])(=O)C.[P:10]([OH:13])([OH:12])[OH:11].S(=O)(=O)(O)O.C=O. The product is [P:10]([CH2:1][N:4]([CH3:5])[CH2:6][C:7]([OH:9])=[O:8])([OH:13])([OH:12])=[O:11]. The catalyst is O. (3) The reactants are [Br:1][C:2]1[CH:7]=[CH:6][N:5]=[C:4]([N:8]2[CH2:13][CH2:12][O:11][C@H:10]([CH2:14][OH:15])[CH2:9]2)[CH:3]=1.[S:16](Cl)([C:19]1[CH:25]=[CH:24][C:22]([CH3:23])=[CH:21][CH:20]=1)(=[O:18])=[O:17].C(N(CC)CC)C. The catalyst is CN(C)C1C=CN=CC=1.ClCCl.O. The product is [CH3:23][C:22]1[CH:24]=[CH:25][C:19]([S:16]([O:15][CH2:14][C@H:10]2[O:11][CH2:12][CH2:13][N:8]([C:4]3[CH:3]=[C:2]([Br:1])[CH:7]=[CH:6][N:5]=3)[CH2:9]2)(=[O:18])=[O:17])=[CH:20][CH:21]=1. The yield is 0.560. (4) The reactants are [F:1][C:2]1[CH:7]=[CH:6][C:5]([OH:8])=[C:4]([O:9][CH3:10])[CH:3]=1.F[C:12]1[CH:17]=[CH:16][CH:15]=[CH:14][C:13]=1[N+:18]([O-:20])=[O:19].[F:21][C:22]1[CH:35]=[CH:34][C:25]([O:26][C:27]2[CH:33]=[CH:32][CH:31]=[CH:30][C:28]=2[NH2:29])=[C:24]([O:36][CH3:37])[CH:23]=1.[NH2:38][C:39]1[S:40][CH:41]=[CH:42][N:43]=1. No catalyst specified. The product is [F:1][C:2]1[CH:7]=[CH:6][C:5]([O:8][C:12]2[CH:17]=[CH:16][CH:15]=[CH:14][C:13]=2[N+:18]([O-:20])=[O:19])=[C:4]([O:9][CH3:10])[CH:3]=1.[F:21][C:22]1[CH:35]=[CH:34][C:25]([O:26][C:27]2[CH:33]=[CH:32][CH:31]=[CH:30][C:28]=2[NH:29][C:10]([NH:38][C:39]2[S:40][CH:41]=[CH:42][N:43]=2)=[O:9])=[C:24]([O:36][CH3:37])[CH:23]=1. The yield is 0.670. (5) The reactants are [NH2:1][C:2]1[C:11]([CH3:12])=[CH:10][C:9]([N:13]2[CH:17]=[N:16][CH:15]=[N:14]2)=[CH:8][C:3]=1[C:4]([NH:6][CH3:7])=[O:5].[Cl:18][C:19]1[C:20]([C:25]2[N:29]([CH2:30][C:31]([F:34])([F:33])[F:32])[N:28]=[CH:27][C:26]=2[C:35](Cl)=[O:36])=[N:21][CH:22]=[CH:23][CH:24]=1. The catalyst is N1C=CC=CC=1. The product is [Cl:18][C:19]1[C:20]([C:25]2[N:29]([CH2:30][C:31]([F:32])([F:33])[F:34])[N:28]=[CH:27][C:26]=2[C:35]([NH:1][C:2]2[C:3]([C:4](=[O:5])[NH:6][CH3:7])=[CH:8][C:9]([N:13]3[CH:17]=[N:16][CH:15]=[N:14]3)=[CH:10][C:11]=2[CH3:12])=[O:36])=[N:21][CH:22]=[CH:23][CH:24]=1. The yield is 0.490. (6) The reactants are [C:1]1([CH2:7][CH2:8][CH:9]=O)[CH:6]=[CH:5][CH:4]=[CH:3][CH:2]=1.C1C=CC=CC=1.[C:17]([NH:21][OH:22])([CH3:20])([CH3:19])[CH3:18]. The catalyst is C(Cl)(Cl)Cl. The product is [C:17]([N+:21]([O-:22])=[CH:9][CH2:8][CH2:7][C:1]1[CH:6]=[CH:5][CH:4]=[CH:3][CH:2]=1)([CH3:20])([CH3:19])[CH3:18]. The yield is 0.451.